Predict the reactants needed to synthesize the given product. From a dataset of Full USPTO retrosynthesis dataset with 1.9M reactions from patents (1976-2016). (1) Given the product [CH3:16][C:15]1[N:1]([C:2]2[CH:3]=[N:4][CH:5]=[C:6]([CH:10]=2)[C:7]([OH:9])=[O:8])[C:12]([CH3:11])=[CH:13][CH:14]=1, predict the reactants needed to synthesize it. The reactants are: [NH2:1][C:2]1[CH:3]=[N:4][CH:5]=[C:6]([CH:10]=1)[C:7]([OH:9])=[O:8].[CH3:11][C:12](=O)[CH2:13][CH2:14][C:15](=O)[CH3:16]. (2) Given the product [Cl:13][C:14]1[CH:15]=[CH:16][C:17]([NH:20][C:21](=[O:24])[CH2:22][N:10]2[CH2:9][CH2:8][N:7]([C:2]3[CH:3]=[CH:4][CH:5]=[CH:6][N:1]=3)[CH2:12][CH2:11]2)=[CH:18][CH:19]=1, predict the reactants needed to synthesize it. The reactants are: [N:1]1[CH:6]=[CH:5][CH:4]=[CH:3][C:2]=1[N:7]1[CH2:12][CH2:11][NH:10][CH2:9][CH2:8]1.[Cl:13][C:14]1[CH:19]=[CH:18][C:17]([NH:20][C:21](=[O:24])[CH2:22]Cl)=[CH:16][CH:15]=1.C(=O)([O-])[O-].[Na+].[Na+]. (3) Given the product [Cl:1][C:2]1[CH:3]=[C:4]2[C:9](=[C:10]([F:12])[CH:11]=1)[C:8](=[N:20][OH:21])[CH2:7][CH2:6][CH2:5]2, predict the reactants needed to synthesize it. The reactants are: [Cl:1][C:2]1[CH:3]=[C:4]2[C:9](=[C:10]([F:12])[CH:11]=1)[C:8](=O)[CH2:7][CH2:6][CH2:5]2.C([O-])(=O)C.[Na+].Cl.[NH2:20][OH:21].C(OCC)(=O)C. (4) Given the product [C:19]([N:22]1[CH2:27][CH2:26][N:25]([C:28]2[CH:29]=[CH:30][C:31]([C:34]([NH:16][CH2:15][C:12]3[CH:13]=[C:14]([CH3:37])[C:9]([C:7]4[CH:6]=[CH:5][N:4]=[C:3]([C:2]([F:1])([F:17])[F:18])[CH:8]=4)=[N:10][CH:11]=3)=[O:36])=[N:32][CH:33]=2)[CH2:24][CH2:23]1)(=[O:21])[CH3:20], predict the reactants needed to synthesize it. The reactants are: [F:1][C:2]([F:18])([F:17])[C:3]1[CH:8]=[C:7]([C:9]2[CH:14]=[CH:13][C:12]([CH2:15][NH2:16])=[CH:11][N:10]=2)[CH:6]=[CH:5][N:4]=1.[C:19]([N:22]1[CH2:27][CH2:26][N:25]([C:28]2[CH:29]=[CH:30][C:31]([C:34]([OH:36])=O)=[N:32][CH:33]=2)[CH2:24][CH2:23]1)(=[O:21])[CH3:20].[CH3:37]N(C(ON1N=NC2C=CC=NC1=2)=[N+](C)C)C.F[P-](F)(F)(F)(F)F.CCN(C(C)C)C(C)C. (5) Given the product [I:20][C:18]1[CH:17]=[N:16][C:6]2[N:7]=[C:8]([N:9]3[CH2:14][CH2:13][N:12]([CH3:15])[CH2:11][CH2:10]3)[C:3]3[N:4]([CH:21]=[N:2][N:1]=3)[C:5]=2[CH:19]=1, predict the reactants needed to synthesize it. The reactants are: [NH:1]([C:3]1[N:4]=[C:5]2[CH:19]=[C:18]([I:20])[CH:17]=[N:16][C:6]2=[N:7][C:8]=1[N:9]1[CH2:14][CH2:13][N:12]([CH3:15])[CH2:11][CH2:10]1)[NH2:2].[CH:21](OC)(OC)OC. (6) Given the product [CH3:1][O:2][C:3]1[C:12]([S:25][CH3:24])=[CH:11][C:10]2[C:5](=[CH:6][CH:7]=[C:8]([CH:13]([CH3:18])[CH2:14][CH2:15][CH2:16][CH3:17])[CH:9]=2)[CH:4]=1, predict the reactants needed to synthesize it. The reactants are: [CH3:1][O:2][C:3]1[CH:12]=[CH:11][C:10]2[C:5](=[CH:6][CH:7]=[C:8]([CH:13]([CH3:18])[CH2:14][CH2:15][CH2:16][CH3:17])[CH:9]=2)[CH:4]=1.C([Li])CCC.[CH3:24][S:25]SC. (7) Given the product [OH:16][CH2:15][C:11]1[C:10]2[N:9]([N:8]=[C:7]([C:17]([F:20])([F:19])[F:18])[CH:6]=2)[CH:14]=[CH:13][CH:12]=1, predict the reactants needed to synthesize it. The reactants are: C(OC([C:6]1[C:7]([C:17]([F:20])([F:19])[F:18])=[N:8][N:9]2[CH:14]=[CH:13][CH:12]=[C:11]([CH2:15][OH:16])[C:10]=12)=O)C.[OH-].[K+]. (8) Given the product [Cl:1][C:2]1[CH:3]=[C:4]([NH:10][C:11]2[N:12]=[CH:13][C:14]([O:17][C:18]([CH3:22])([CH3:21])[CH:19]=[O:20])=[CH:15][CH:16]=2)[C:5](=[O:9])[N:6]([CH3:8])[N:7]=1, predict the reactants needed to synthesize it. The reactants are: [Cl:1][C:2]1[CH:3]=[C:4]([NH:10][C:11]2[CH:16]=[CH:15][C:14]([O:17][C:18]([CH3:22])([CH3:21])[CH2:19][OH:20])=[CH:13][N:12]=2)[C:5](=[O:9])[N:6]([CH3:8])[N:7]=1.CC(OI1(OC(C)=O)(OC(C)=O)OC(=O)C2C=CC=CC1=2)=O.C(=O)(O)[O-].[Na+].S([O-])([O-])(=O)=S.[Na+].[Na+]. (9) Given the product [N:18]1[C:19]2[CH2:20][CH2:21][CH2:22][C:13](=[O:25])[NH:12][C:14]=2[CH:15]=[CH:16][CH:17]=1, predict the reactants needed to synthesize it. The reactants are: CC1C=CC(S(O[N:12]=[C:13]2[CH2:22][CH2:21][CH2:20][C:19]3[N:18]=[CH:17][CH:16]=[CH:15][C:14]2=3)(=O)=O)=CC=1.C([O-])(=[O:25])C.[K+]. (10) Given the product [Cl:26][C:9]1[N:8]=[C:7]([NH:36][CH2:29][CH2:30][CH2:31][CH2:32][CH2:33][CH2:34][CH3:35])[C:6]2[C:11](=[CH:12][CH:13]=[C:4]([N+:1]([O-:3])=[O:2])[CH:5]=2)[N:10]=1, predict the reactants needed to synthesize it. The reactants are: [N+:1]([C:4]1[CH:5]=[C:6]2[C:11](=[CH:12][CH:13]=1)[NH:10][C:9](=O)[NH:8][C:7]2=O)([O-:3])=[O:2].CN1CCN(C)C1=O.P(Cl)(Cl)([Cl:26])=O.[CH2:29]([NH2:36])[CH2:30][CH2:31][CH2:32][CH2:33][CH2:34][CH3:35].